Dataset: Full USPTO retrosynthesis dataset with 1.9M reactions from patents (1976-2016). Task: Predict the reactants needed to synthesize the given product. (1) Given the product [Br:1][C:2]1[CH:15]=[CH:14][C:13]2[C:12]([C:18]3[CH:23]=[CH:22][CH:21]=[CH:20][CH:19]=3)([OH:16])[C:11]3[C:6](=[CH:7][CH:8]=[CH:9][CH:10]=3)[C:5]([C:2]3[CH:15]=[CH:14][CH:13]=[CH:4][CH:3]=3)([OH:17])[C:4]=2[CH:3]=1, predict the reactants needed to synthesize it. The reactants are: [Br:1][C:2]1[CH:15]=[CH:14][C:13]2[C:12](=[O:16])[C:11]3[C:6](=[CH:7][CH:8]=[CH:9][CH:10]=3)[C:5](=[O:17])[C:4]=2[CH:3]=1.[C:18]1([Li])[CH:23]=[CH:22][CH:21]=[CH:20][CH:19]=1. (2) Given the product [Cl:18][C:3]1[C:2]([OH:1])=[CH:9][C:8]([CH2:10][CH2:11][CH2:12][O:13][CH3:14])=[CH:7][C:4]=1[CH:5]=[O:6], predict the reactants needed to synthesize it. The reactants are: [OH:1][C:2]1[CH:3]=[C:4]([CH:7]=[C:8]([CH2:10][CH2:11][CH2:12][O:13][CH3:14])[CH:9]=1)[CH:5]=[O:6].S(Cl)([Cl:18])(=O)=O. (3) Given the product [C:39]1([C:45]#[C:46][C:9]2[C:10]3[C:19](=[CH:18][C:17]4[C:12]([CH:11]=3)=[CH:13][CH:14]=[CH:15][CH:16]=4)[CH:2]=[C:3]3[C:8]=2[CH:7]=[CH:6][CH:5]=[CH:4]3)[CH:44]=[CH:43][CH:42]=[CH:41][CH:40]=1, predict the reactants needed to synthesize it. The reactants are: Br[C:2]1[C:19]2[C:10](=[CH:11][C:12]3[C:17]([CH:18]=2)=[CH:16][CH:15]=[CH:14][CH:13]=3)[CH:9]=[C:8]2[C:3]=1[CH:4]=[CH:5][CH:6]=[CH:7]2.C1(P(C2C=CC=CC=2)C2C=CC=CC=2)C=CC=CC=1.[C:39]1([C:45]#[CH:46])[CH:44]=[CH:43][CH:42]=[CH:41][CH:40]=1.[Al]. (4) Given the product [N:19]([CH2:13][CH:11]1[O:10][N:9]=[C:8]([C:5]2[CH:6]=[CH:7][C:2]([Br:1])=[C:3]([F:18])[CH:4]=2)[CH2:12]1)=[N+:20]=[N-:21], predict the reactants needed to synthesize it. The reactants are: [Br:1][C:2]1[CH:7]=[CH:6][C:5]([C:8]2[CH2:12][CH:11]([CH2:13]S([O-])(=O)=O)[O:10][N:9]=2)=[CH:4][C:3]=1[F:18].[N-:19]=[N+:20]=[N-:21].[Na+]. (5) Given the product [Cl:7][C:8]1[CH:9]=[C:10]([CH2:14][CH2:15][CH2:16][NH2:18])[CH:11]=[CH:12][CH:13]=1, predict the reactants needed to synthesize it. The reactants are: [H-].[H-].[H-].[H-].[Li+].[Al+3].[Cl:7][C:8]1[CH:9]=[C:10]([CH:14]=[CH:15][C:16]([NH2:18])=O)[CH:11]=[CH:12][CH:13]=1. (6) Given the product [CH3:15][N:8]([C@H:9]1[CH2:14][CH2:13][CH2:12][NH:11][CH2:10]1)[C:6](=[O:7])[O:5][C:1]([CH3:4])([CH3:2])[CH3:3], predict the reactants needed to synthesize it. The reactants are: [C:1]([O:5][C:6]([NH:8][C@H:9]1[CH2:14][CH2:13][CH2:12][NH:11][CH2:10]1)=[O:7])([CH3:4])([CH3:3])[CH3:2].[CH3:15]NC([C@@H]1CCCNC1)=O. (7) The reactants are: [C:1]([O:5][C:6](=[O:21])[NH:7][C:8]1[CH:13]=[C:12]([N:14]([CH2:17][CH3:18])[CH2:15][CH3:16])[C:11]([Cl:19])=[CH:10][C:9]=1[NH2:20])([CH3:4])([CH3:3])[CH3:2].C([O:26][C:27](=O)[CH2:28][C:29](=[O:49])[C:30]1[CH:35]=[CH:34][CH:33]=[C:32]([N:36]2[C:40]([CH2:41][O:42][CH:43]3[CH2:48][CH2:47][CH2:46][CH2:45][O:44]3)=[CH:39][N:38]=[N:37]2)[CH:31]=1)(C)(C)C. Given the product [C:1]([O:5][C:6](=[O:21])[NH:7][C:8]1[CH:13]=[C:12]([N:14]([CH2:17][CH3:18])[CH2:15][CH3:16])[C:11]([Cl:19])=[CH:10][C:9]=1[NH:20][C:27](=[O:26])[CH2:28][C:29](=[O:49])[C:30]1[CH:35]=[CH:34][CH:33]=[C:32]([N:36]2[C:40]([CH2:41][O:42][CH:43]3[CH2:48][CH2:47][CH2:46][CH2:45][O:44]3)=[CH:39][N:38]=[N:37]2)[CH:31]=1)([CH3:3])([CH3:2])[CH3:4], predict the reactants needed to synthesize it.